This data is from Catalyst prediction with 721,799 reactions and 888 catalyst types from USPTO. The task is: Predict which catalyst facilitates the given reaction. (1) Reactant: [OH-].[K+].[Cl:3][C:4]1[CH:9]=[CH:8][C:7]([CH2:10][OH:11])=[CH:6][CH:5]=1.Cl[C:13]1[N:18]=[CH:17][NH:16][C:15]2=[N:19][CH:20]=[CH:21][C:14]=12. Product: [Cl:3][C:4]1[CH:9]=[CH:8][C:7]([CH2:10][O:11][C:13]2[C:14]3[CH:21]=[CH:20][NH:19][C:15]=3[N:16]=[CH:17][N:18]=2)=[CH:6][CH:5]=1. The catalyst class is: 6. (2) Reactant: Cl[C:2]1[C:3]2[CH2:11][CH2:10][N:9]([C:12]([O:14][C:15]([CH3:18])([CH3:17])[CH3:16])=[O:13])[CH2:8][C:4]=2[N:5]=[CH:6][N:7]=1.[NH:19]1[CH:23]=[N:22][CH:21]=[N:20]1.CCN(C(C)C)C(C)C. Product: [N:19]1[N:20]=[CH:21][N:22]([C:2]2[C:3]3[CH2:11][CH2:10][N:9]([C:12]([O:14][C:15]([CH3:18])([CH3:17])[CH3:16])=[O:13])[CH2:8][C:4]=3[N:5]=[CH:6][N:7]=2)[CH:23]=1. The catalyst class is: 10. (3) Reactant: [C:1]([O:5][C:6]([NH:8][C@@H:9]1[CH2:14][CH2:13][C@@H:12]([C:15](O)=[O:16])[CH2:11][C@H:10]1[O:18][CH3:19])=[O:7])([CH3:4])([CH3:3])[CH3:2].O[N:21]1C2N=CC=CC=2N=N1.Cl.CN(C)CCCN=C=NCC.C(=O)([O-])O.[NH4+]. Product: [C:1]([O:5][C:6](=[O:7])[NH:8][C@@H:9]1[CH2:14][CH2:13][C@@H:12]([C:15](=[O:16])[NH2:21])[CH2:11][C@H:10]1[O:18][CH3:19])([CH3:4])([CH3:3])[CH3:2]. The catalyst class is: 3. (4) Reactant: Br[C:2]1[CH:3]=[C:4]2[C:8](=[C:9]([CH3:11])[CH:10]=1)[N:7]([CH2:12][O:13][CH2:14][CH2:15][Si:16]([CH3:19])([CH3:18])[CH3:17])[N:6]=[CH:5]2.C([Li])CCC.CON(C)[C:28]([C:30]1[CH:35]=[C:34]([Cl:36])[N:33]=[CH:32][N:31]=1)=[O:29]. Product: [Cl:36][C:34]1[N:33]=[CH:32][N:31]=[C:30]([C:28]([C:2]2[CH:3]=[C:4]3[C:8](=[C:9]([CH3:11])[CH:10]=2)[N:7]([CH2:12][O:13][CH2:14][CH2:15][Si:16]([CH3:19])([CH3:18])[CH3:17])[N:6]=[CH:5]3)=[O:29])[CH:35]=1. The catalyst class is: 1. (5) Reactant: O.Cl.[Cl:3][C:4]1[CH:9]=[CH:8][C:7]([C:10]2[C:15]([F:16])=[CH:14][N:13]([CH2:17][CH2:18][C@@:19]([CH3:34])([S:30]([CH3:33])(=[O:32])=[O:31])[C:20]([NH:22][O:23]C3CCCCO3)=[O:21])[C:12](=[O:35])[CH:11]=2)=[C:6]([F:36])[CH:5]=1. Product: [Cl:3][C:4]1[CH:9]=[CH:8][C:7]([C:10]2[C:15]([F:16])=[CH:14][N:13]([CH2:17][CH2:18][C@@:19]([CH3:34])([S:30]([CH3:33])(=[O:32])=[O:31])[C:20]([NH:22][OH:23])=[O:21])[C:12](=[O:35])[CH:11]=2)=[C:6]([F:36])[CH:5]=1. The catalyst class is: 8. (6) The catalyst class is: 12. Reactant: Cl[C:2]1[N:3]=[CH:4][C:5]([C:8]([O:10][C:11]([CH3:14])([CH3:13])[CH3:12])=[O:9])=[N:6][CH:7]=1.[CH2:15]([OH:18])[C:16]#[CH:17]. Product: [CH2:15]([O:18][C:2]1[N:3]=[CH:4][C:5]([C:8]([O:10][C:11]([CH3:14])([CH3:13])[CH3:12])=[O:9])=[N:6][CH:7]=1)[C:16]#[CH:17]. (7) Reactant: [H-].[Na+].[C:3]([O:9][CH3:10])(=[O:8])[CH2:4][C:5]([CH3:7])=[O:6].[Li]CCCC.CCCCCC.CC1C=CC(S(O[CH2:33][C:34]2[O:35][CH:36]=[CH:37][N:38]=2)(=O)=O)=CC=1. Product: [O:35]1[CH:36]=[CH:37][N:38]=[C:34]1[CH2:33][CH2:7][C:5](=[O:6])[CH2:4][C:3]([O:9][CH3:10])=[O:8]. The catalyst class is: 1.